Dataset: Catalyst prediction with 721,799 reactions and 888 catalyst types from USPTO. Task: Predict which catalyst facilitates the given reaction. (1) Reactant: C1N=CN(C(N2C=NC=C2)=O)C=1.[CH3:13][O:14][C:15]1[CH:16]=[C:17]([CH:21]=[CH:22][C:23]=1[N+:24]([O-:26])=[O:25])[C:18]([OH:20])=O.Cl.[NH:28]1[CH2:33][CH2:32][C:31](=[O:34])[CH2:30][CH2:29]1.C(N(CC)CC)C. Product: [CH3:13][O:14][C:15]1[CH:16]=[C:17]([CH:21]=[CH:22][C:23]=1[N+:24]([O-:26])=[O:25])[C:18]([N:28]1[CH2:33][CH2:32][C:31](=[O:34])[CH2:30][CH2:29]1)=[O:20]. The catalyst class is: 56. (2) Reactant: Cl.C([O:4][C:5]1(OCC)[CH2:10][CH2:9][N:8]([C@@H:11]2[CH2:15][CH2:14][C@H:13]([CH2:16][O:17][CH2:18][CH3:19])[CH2:12]2)[CH2:7][CH2:6]1)C. Product: [CH2:18]([O:17][CH2:16][C@H:13]1[CH2:14][CH2:15][C@@H:11]([N:8]2[CH2:7][CH2:6][C:5](=[O:4])[CH2:10][CH2:9]2)[CH2:12]1)[CH3:19]. The catalyst class is: 5.